Dataset: Reaction yield outcomes from USPTO patents with 853,638 reactions. Task: Predict the reaction yield, written as a fraction of the theoretical maximum amount of product (1.0 means a 100% yield; for example, 0.34 means a 34% yield). (1) The yield is 0.740. The catalyst is ClCCl. The reactants are [NH2:1][C@H:2]1[CH2:6][C@@:5]([C:17]2([OH:21])[CH2:20][CH2:19][CH2:18]2)([C:7]([O:9][CH2:10][C:11]2[CH:16]=[CH:15][CH:14]=[CH:13][CH:12]=2)=[O:8])[CH:4]=[CH:3]1.[CH3:22][O:23][C@H:24]1[C:29](=O)[CH2:28][CH2:27][O:26][CH2:25]1.C(O[BH-](OC(=O)C)OC(=O)C)(=O)C.[Na+].C([O-])(O)=O.[Na+].[OH-].[Na+]. The product is [CH2:10]([O:9][C:7]([C@:5]1([C:17]2([OH:21])[CH2:18][CH2:19][CH2:20]2)[CH2:6][C@H:2]([NH:1][C@@H:29]2[C@H:24]([O:23][CH3:22])[CH2:25][O:26][CH2:27][CH2:28]2)[CH:3]=[CH:4]1)=[O:8])[C:11]1[CH:12]=[CH:13][CH:14]=[CH:15][CH:16]=1. (2) The reactants are Cl[C:2]1[N:7]=[CH:6][N:5]=[C:4]([C:8]2[C:12]3[C:13]([NH:17][CH:18]([CH3:20])[CH3:19])=[N:14][CH:15]=[CH:16][C:11]=3[N:10](C(C3C=CC=CC=3)(C3C=CC=CC=3)C3C=CC=CC=3)[N:9]=2)[CH:3]=1.C(NC1C2C([Sn](C)(C)C)=NN(C(C3C=CC=CC=3)(C3C=CC=CC=3)C3C=CC=CC=3)C=2C=CN=1)(C)C.ClC1C=C(Cl)N=CN=1.[Li+].[Cl-]. The catalyst is [Cu]I.C1C=CC([P]([Pd]([P](C2C=CC=CC=2)(C2C=CC=CC=2)C2C=CC=CC=2)([P](C2C=CC=CC=2)(C2C=CC=CC=2)C2C=CC=CC=2)[P](C2C=CC=CC=2)(C2C=CC=CC=2)C2C=CC=CC=2)(C2C=CC=CC=2)C2C=CC=CC=2)=CC=1.C1COCC1. The product is [CH:18]([NH:17][C:13]1[C:12]2[C:8]([C:4]3[CH:3]=[CH:2][N:7]=[CH:6][N:5]=3)=[N:9][NH:10][C:11]=2[CH:16]=[CH:15][N:14]=1)([CH3:20])[CH3:19]. The yield is 0.790. (3) The reactants are [OH:1][C@@H:2]([CH3:7])[CH2:3][C:4]([OH:6])=[O:5].O1[B:13]([C@@H:14]([NH:19][C:20](=[O:38])[C@@H:21]([NH:29][C:30]([C:32]2[CH:37]=[N:36][CH:35]=[CH:34][N:33]=2)=[O:31])[CH2:22][C:23]2[CH:28]=[CH:27][CH:26]=[CH:25][CH:24]=2)[CH2:15][CH:16]([CH3:18])[CH3:17])O[B:13]([C@@H:14]([NH:19][C:20](=[O:38])[C@@H:21]([NH:29][C:30]([C:32]2[CH:37]=[N:36][CH:35]=[CH:34][N:33]=2)=[O:31])[CH2:22][C:23]2[CH:28]=[CH:27][CH:26]=[CH:25][CH:24]=2)[CH2:15][CH:16]([CH3:18])[CH3:17])O[B:13]1[C@@H:14]([NH:19][C:20](=[O:38])[C@@H:21]([NH:29][C:30]([C:32]1[CH:37]=[N:36][CH:35]=[CH:34][N:33]=1)=[O:31])[CH2:22][C:23]1[CH:28]=[CH:27][CH:26]=[CH:25][CH:24]=1)[CH2:15][CH:16]([CH3:18])[CH3:17]. The catalyst is CCOC(C)=O. The product is [CH2:22]([C@H:21]([NH:29][C:30]([C:32]1[CH:37]=[N:36][CH:35]=[CH:34][N:33]=1)=[O:31])[C:20]([NH:19][C@H:14]([B:13]1[O:1][C@@H:2]([CH3:7])[CH2:3][C:4](=[O:6])[O:5]1)[CH2:15][CH:16]([CH3:18])[CH3:17])=[O:38])[C:23]1[CH:28]=[CH:27][CH:26]=[CH:25][CH:24]=1. The yield is 0.960. (4) The reactants are CN(C(ON1N=NC2C=CC=NC1=2)=[N+](C)C)C.F[P-](F)(F)(F)(F)F.[OH:25][C:26]1[CH:27]=[C:28]([CH:32]=[CH:33][C:34]=1[N+:35]([O-:37])=[O:36])[C:29]([OH:31])=O.C(N(CC)CC)C.Cl.[CH3:46][O:47][CH:48]1[CH2:51][NH:50][CH2:49]1. The catalyst is ClCCl. The product is [OH:25][C:26]1[CH:27]=[C:28]([C:29]([N:50]2[CH2:51][CH:48]([O:47][CH3:46])[CH2:49]2)=[O:31])[CH:32]=[CH:33][C:34]=1[N+:35]([O-:37])=[O:36]. The yield is 0.660. (5) The reactants are [Br:1][C:2]1[CH:3]=[C:4]([CH:8]=[O:9])[CH:5]=[N:6][CH:7]=1.[CH2:10](O)[CH2:11][OH:12].C12(CS(O)(=O)=O)C(C)(C)C(CC1)CC2=O. The catalyst is C1C=CC=CC=1. The product is [Br:1][C:2]1[CH:7]=[N:6][CH:5]=[C:4]([CH:8]2[O:12][CH2:11][CH2:10][O:9]2)[CH:3]=1. The yield is 1.00. (6) The reactants are Cl[C:2]1[N:7]=[C:6]([N:8]([CH2:11][C:12]2[S:16][C:15]([Cl:17])=[N:14][CH:13]=2)[CH2:9][CH3:10])[C:5]([N+:18]([O-:20])=[O:19])=[CH:4][CH:3]=1.[Na].[CH2:22]([OH:24])[CH3:23]. No catalyst specified. The product is [CH2:22]([O:24][C:2]1[N:7]=[C:6]([N:8]([CH2:11][C:12]2[S:16][C:15]([Cl:17])=[N:14][CH:13]=2)[CH2:9][CH3:10])[C:5]([N+:18]([O-:20])=[O:19])=[CH:4][CH:3]=1)[CH3:23]. The yield is 0.282.